From a dataset of NCI-60 drug combinations with 297,098 pairs across 59 cell lines. Regression. Given two drug SMILES strings and cell line genomic features, predict the synergy score measuring deviation from expected non-interaction effect. (1) Drug 1: CN1C2=C(C=C(C=C2)N(CCCl)CCCl)N=C1CCCC(=O)O.Cl. Synergy scores: CSS=2.39, Synergy_ZIP=-2.96, Synergy_Bliss=-1.11, Synergy_Loewe=-5.42, Synergy_HSA=-1.94. Drug 2: C1CN(CCN1C(=O)CCBr)C(=O)CCBr. Cell line: SK-OV-3. (2) Drug 1: C1CCC(C1)C(CC#N)N2C=C(C=N2)C3=C4C=CNC4=NC=N3. Drug 2: C1CNP(=O)(OC1)N(CCCl)CCCl. Cell line: EKVX. Synergy scores: CSS=7.42, Synergy_ZIP=1.22, Synergy_Bliss=5.22, Synergy_Loewe=-14.4, Synergy_HSA=2.59. (3) Drug 1: C1CCN(CC1)CCOC2=CC=C(C=C2)C(=O)C3=C(SC4=C3C=CC(=C4)O)C5=CC=C(C=C5)O. Drug 2: CC(C)(C#N)C1=CC(=CC(=C1)CN2C=NC=N2)C(C)(C)C#N. Cell line: OVCAR3. Synergy scores: CSS=5.65, Synergy_ZIP=-2.47, Synergy_Bliss=-4.61, Synergy_Loewe=-1.82, Synergy_HSA=-2.97. (4) Cell line: OVCAR-5. Drug 1: C1CC(=O)NC(=O)C1N2CC3=C(C2=O)C=CC=C3N. Synergy scores: CSS=14.2, Synergy_ZIP=0.0835, Synergy_Bliss=6.93, Synergy_Loewe=4.40, Synergy_HSA=4.42. Drug 2: C1=CC(=CC=C1CC(C(=O)O)N)N(CCCl)CCCl.Cl. (5) Drug 1: C1=CC(=C2C(=C1NCCNCCO)C(=O)C3=C(C=CC(=C3C2=O)O)O)NCCNCCO. Drug 2: CC(C)(C#N)C1=CC(=CC(=C1)CN2C=NC=N2)C(C)(C)C#N. Cell line: NCI/ADR-RES. Synergy scores: CSS=4.57, Synergy_ZIP=-2.70, Synergy_Bliss=-2.92, Synergy_Loewe=-1.20, Synergy_HSA=-1.48.